Predict the product of the given reaction. From a dataset of Forward reaction prediction with 1.9M reactions from USPTO patents (1976-2016). (1) Given the reactants [CH2:1]([O:3][C:4](=[O:12])[C:5]1[CH:10]=[CH:9][CH:8]=[N:7][C:6]=1[NH2:11])[CH3:2].Cl.[Cl:14]OC(C)(C)C, predict the reaction product. The product is: [CH2:1]([O:3][C:4](=[O:12])[C:5]1[CH:10]=[C:9]([Cl:14])[CH:8]=[N:7][C:6]=1[NH2:11])[CH3:2]. (2) Given the reactants [CH3:1][N:2]1[C:6]2[CH:7]=[C:8](B(O)O)[CH:9]=[CH:10][C:5]=2[N:4]=[CH:3]1.[NH2:14][C:15]1[C:24]2[C:19](=[C:20](Br)[C:21]([CH3:25])=[CH:22][CH:23]=2)[N:18]=[N:17][C:16]=1[C:27]([NH2:29])=[O:28], predict the reaction product. The product is: [NH2:14][C:15]1[C:24]2[C:19](=[C:20]([C:8]3[CH:9]=[CH:10][C:5]4[N:4]=[CH:3][N:2]([CH3:1])[C:6]=4[CH:7]=3)[C:21]([CH3:25])=[CH:22][CH:23]=2)[N:18]=[N:17][C:16]=1[C:27]([NH2:29])=[O:28]. (3) Given the reactants [Na].[O-]CC.[Na+].Cl.[C:7](=[NH:11])([NH2:10])[CH2:8][CH3:9].[C:12]([OH:20])(=[O:19])/[C:13](=[C:15](\[CH:17]=O)/[Br:16])/Br, predict the reaction product. The product is: [Br:16][C:15]1[C:13]([C:12]([OH:20])=[O:19])=[N:11][C:7]([CH2:8][CH3:9])=[N:10][CH:17]=1. (4) Given the reactants COC1C=C[C:6]([C@@H:9]([N:11]([CH2:22][C:23]2[N:24]=[C:25]3[CH:30]=[CH:29][CH:28]=[C:27]([N:31]4[CH2:36][CH2:35][N:34]([CH3:37])[CH2:33][CH2:32]4)[N:26]3[CH:38]=2)[C@@H:12]2[C:21]3[N:20]=[CH:19][CH:18]=[CH:17][C:16]=3[CH2:15][CH2:14][CH2:13]2)C)=CC=1.C(=O)C, predict the reaction product. The product is: [CH2:9]([N:11]([CH2:22][C:23]1[N:24]=[C:25]2[CH:30]=[CH:29][CH:28]=[C:27]([N:31]3[CH2:36][CH2:35][N:34]([CH3:37])[CH2:33][CH2:32]3)[N:26]2[CH:38]=1)[C@@H:12]1[C:21]2[N:20]=[CH:19][CH:18]=[CH:17][C:16]=2[CH2:15][CH2:14][CH2:13]1)[CH3:6]. (5) Given the reactants [C:1]([C:3]1[CH:4]=[C:5]([CH:9]=[CH:10][CH:11]=1)[C:6]([OH:8])=O)#[CH:2].[CH3:12][N:13]1[C:17]([NH2:18])=[CH:16][C:15]([CH3:19])=[N:14]1.F[P-](F)(F)(F)(F)F.N1(O[P+](N(C)C)(N(C)C)N(C)C)C2C=CC=CC=2N=N1.CCN(C(C)C)C(C)C, predict the reaction product. The product is: [CH3:12][N:13]1[C:17]([NH:18][C:6](=[O:8])[C:5]2[CH:9]=[CH:10][CH:11]=[C:3]([C:1]#[CH:2])[CH:4]=2)=[CH:16][C:15]([CH3:19])=[N:14]1. (6) Given the reactants [Cl:1][C:2]1[CH:3]=[C:4]([CH:7]=[CH:8][C:9]=1[Cl:10])[CH2:5]Cl.[N-:11]=[N+:12]=[N-:13].[Na+].O, predict the reaction product. The product is: [Cl:1][C:2]1[CH:3]=[C:4]([CH2:5][N:11]=[N+:12]=[N-:13])[CH:7]=[CH:8][C:9]=1[Cl:10].